Dataset: NCI-60 drug combinations with 297,098 pairs across 59 cell lines. Task: Regression. Given two drug SMILES strings and cell line genomic features, predict the synergy score measuring deviation from expected non-interaction effect. (1) Drug 1: COC1=C(C=C2C(=C1)N=CN=C2NC3=CC(=C(C=C3)F)Cl)OCCCN4CCOCC4. Drug 2: C1=CC(=CC=C1C#N)C(C2=CC=C(C=C2)C#N)N3C=NC=N3. Synergy scores: CSS=43.8, Synergy_ZIP=-3.34, Synergy_Bliss=-4.52, Synergy_Loewe=-9.82, Synergy_HSA=-2.15. Cell line: CAKI-1. (2) Drug 1: CC1=CC2C(CCC3(C2CCC3(C(=O)C)OC(=O)C)C)C4(C1=CC(=O)CC4)C. Drug 2: CC1C(C(CC(O1)OC2CC(OC(C2O)C)OC3=CC4=CC5=C(C(=O)C(C(C5)C(C(=O)C(C(C)O)O)OC)OC6CC(C(C(O6)C)O)OC7CC(C(C(O7)C)O)OC8CC(C(C(O8)C)O)(C)O)C(=C4C(=C3C)O)O)O)O. Cell line: NCI-H522. Synergy scores: CSS=65.7, Synergy_ZIP=34.8, Synergy_Bliss=34.9, Synergy_Loewe=36.1, Synergy_HSA=35.2. (3) Drug 1: C1=C(C(=O)NC(=O)N1)F. Drug 2: C1=CC(=CC=C1CC(C(=O)O)N)N(CCCl)CCCl.Cl. Cell line: HCT-15. Synergy scores: CSS=50.0, Synergy_ZIP=-3.89, Synergy_Bliss=-4.78, Synergy_Loewe=-7.02, Synergy_HSA=-2.77. (4) Drug 1: CC=C1C(=O)NC(C(=O)OC2CC(=O)NC(C(=O)NC(CSSCCC=C2)C(=O)N1)C(C)C)C(C)C. Drug 2: CC1C(C(CC(O1)OC2CC(CC3=C2C(=C4C(=C3O)C(=O)C5=C(C4=O)C(=CC=C5)OC)O)(C(=O)CO)O)N)O.Cl. Cell line: CAKI-1. Synergy scores: CSS=44.3, Synergy_ZIP=-6.11, Synergy_Bliss=-9.78, Synergy_Loewe=-19.8, Synergy_HSA=-7.11. (5) Drug 1: CC1=C(C=C(C=C1)NC2=NC=CC(=N2)N(C)C3=CC4=NN(C(=C4C=C3)C)C)S(=O)(=O)N.Cl. Drug 2: CC1=C(C(CCC1)(C)C)C=CC(=CC=CC(=CC(=O)O)C)C. Cell line: SNB-75. Synergy scores: CSS=14.4, Synergy_ZIP=4.39, Synergy_Bliss=7.85, Synergy_Loewe=8.79, Synergy_HSA=9.45.